Dataset: Blood-brain barrier permeability classification from the B3DB database. Task: Regression/Classification. Given a drug SMILES string, predict its absorption, distribution, metabolism, or excretion properties. Task type varies by dataset: regression for continuous measurements (e.g., permeability, clearance, half-life) or binary classification for categorical outcomes (e.g., BBB penetration, CYP inhibition). Dataset: b3db_classification. (1) The molecule is C/C(=C\C(=O)OCCCCCCCCC(=O)O)C[C@@H]1OC[C@H](C[C@@H]2O[C@H]2[C@@H](C)[C@H](C)O)[C@@H](O)[C@H]1O. The result is 0 (does not penetrate BBB). (2) The compound is CN(C)c1cc(CNCC(C)(C)C)c(O)c2c1C[C@H]1C[C@H]3[C@H](N(C)C)C(=O)C(C(N)=O)=C(O)[C@@]3(O)C(=O)C1=C2O. The result is 0 (does not penetrate BBB). (3) The drug is CN(C)C(=O)C1(c2ccc(Cl)cc2)CCN(CCCC(=O)c2ccc(F)cc2)CC1. The result is 1 (penetrates BBB). (4) The drug is C=C1CC[C@H](O)C/C1=C/C=C1\CCC[C@@]2(C)[C@H]1CC[C@@H]2[C@H](C)CCCC(C)C. The result is 0 (does not penetrate BBB). (5) The molecule is Cc1cccc(O[C@H]2CCNC[C@H]2O)c1C. The result is 1 (penetrates BBB). (6) The drug is CC(CCC(=O)NCCS(=O)(=O)O)C1CCC2C3C(O)CC4CC(O)CCC4(C)C3CCC12C. The result is 0 (does not penetrate BBB). (7) The result is 0 (does not penetrate BBB). The drug is COCOC(=O)C1N2C(=O)C(N3C(=O)C(c4ccccc4)NC3(C)C)C2SC1(C)C.